This data is from Forward reaction prediction with 1.9M reactions from USPTO patents (1976-2016). The task is: Predict the product of the given reaction. (1) The product is: [CH2:25]([N:27]([CH2:28][CH2:29][OH:30])[C:51]([C:36]1[CH:37]=[C:38]2[C:33](=[CH:34][CH:35]=1)[N:32]([CH3:31])[C:44]1[CH2:43][CH2:42][CH:41]([CH:45]3[CH2:50][CH2:49][O:48][CH2:47][CH2:46]3)[CH2:40][C:39]2=1)=[O:52])[CH3:26]. Given the reactants CN(C(ON1N=NC2C=CC=NC1=2)=[N+](C)C)C.F[P-](F)(F)(F)(F)F.[CH2:25]([NH:27][CH2:28][CH2:29][OH:30])[CH3:26].[CH3:31][N:32]1[C:44]2[CH2:43][CH2:42][CH:41]([CH:45]3[CH2:50][CH2:49][O:48][CH2:47][CH2:46]3)[CH2:40][C:39]=2[C:38]2[C:33]1=[CH:34][CH:35]=[C:36]([C:51](O)=[O:52])[CH:37]=2.C(N(CC)C(C)C)(C)C, predict the reaction product. (2) Given the reactants [Cl:1][C:2]1[C:7]([N+:8]([O-:10])=[O:9])=[CH:6][CH:5]=[C:4]([Cl:11])[C:3]=1[S:12](Cl)(=[O:14])=[O:13].Cl.[O:17]1[CH2:21][CH2:20][CH2:19][NH:18]1.C([N:24](CC)CC)C, predict the reaction product. The product is: [O:17]1[CH2:21][CH2:20][CH2:19][N:18]1[C:6]1[CH:5]=[C:4]([Cl:11])[C:3]([S:12]([NH2:24])(=[O:14])=[O:13])=[C:2]([Cl:1])[C:7]=1[N+:8]([O-:10])=[O:9]. (3) The product is: [CH3:10][O:12][C:13](=[O:23])/[C:14](/[F:22])=[CH:6]/[C:5]1[CH:8]=[CH:9][C:2]([Cl:1])=[CH:3][CH:4]=1. Given the reactants [Cl:1][C:2]1[CH:9]=[CH:8][C:5]([CH:6]=O)=[CH:4][CH:3]=1.[CH2:10]([O:12][C:13](=[O:23])[CH:14]([F:22])C(C(OCC)=O)=O)C.[Na], predict the reaction product. (4) The product is: [CH2:16]([O:15][C:13](=[O:14])[CH2:12][O:9][CH:1]1[CH2:8][CH2:7][CH2:6][CH2:5][CH2:4][CH2:3][CH2:2]1)[CH3:17]. Given the reactants [CH:1]1([OH:9])[CH2:8][CH2:7][CH2:6][CH2:5][CH2:4][CH2:3][CH2:2]1.[N+](=[CH:12][C:13]([O:15][CH2:16][CH3:17])=[O:14])=[N-], predict the reaction product.